From a dataset of Reaction yield outcomes from USPTO patents with 853,638 reactions. Predict the reaction yield, written as a fraction of the theoretical maximum amount of product (1.0 means a 100% yield; for example, 0.34 means a 34% yield). (1) The reactants are [F:1][C:2]1[CH:19]=[CH:18][C:5]([O:6][C:7]2[CH:15]=[CH:14][CH:13]=[C:12]([O:16][CH3:17])[C:8]=2[C:9](O)=[O:10])=[C:4]([NH:20][C:21]([NH:23][C:24]2[S:25][CH:26]=[CH:27][N:28]=2)=[O:22])[CH:3]=1.[CH3:29][NH2:30].C1COCC1. No catalyst specified. The product is [F:1][C:2]1[CH:19]=[CH:18][C:5]([O:6][C:7]2[CH:15]=[CH:14][CH:13]=[C:12]([O:16][CH3:17])[C:8]=2[C:9]([NH:30][CH3:29])=[O:10])=[C:4]([NH:20][C:21]([NH:23][C:24]2[S:25][CH:26]=[CH:27][N:28]=2)=[O:22])[CH:3]=1. The yield is 0.720. (2) The reactants are I[C:2]1[C:10]2[C:5](=[CH:6][CH:7]=[C:8]([C:11]3[O:15][C:14]([NH:16][CH:17]([CH3:19])[CH3:18])=[N:13][N:12]=3)[CH:9]=2)[N:4]([S:20]([C:23]2[CH:29]=[CH:28][C:26]([CH3:27])=[CH:25][CH:24]=2)(=[O:22])=[O:21])[CH:3]=1.[CH3:30][O:31][C:32]1[CH:53]=[CH:52][C:35]([CH2:36][O:37][C:38]2[CH:43]=[C:42]([Sn](C)(C)C)[N:41]=[C:40]([S:48]([CH3:51])(=[O:50])=[O:49])[N:39]=2)=[CH:34][CH:33]=1. The catalyst is CN(C=O)C.C1C=CC([P]([Pd]([P](C2C=CC=CC=2)(C2C=CC=CC=2)C2C=CC=CC=2)([P](C2C=CC=CC=2)(C2C=CC=CC=2)C2C=CC=CC=2)[P](C2C=CC=CC=2)(C2C=CC=CC=2)C2C=CC=CC=2)(C2C=CC=CC=2)C2C=CC=CC=2)=CC=1.[Cu]I. The product is [CH:17]([NH:16][C:14]1[O:15][C:11]([C:8]2[CH:9]=[C:10]3[C:5](=[CH:6][CH:7]=2)[N:4]([S:20]([C:23]2[CH:24]=[CH:25][C:26]([CH3:27])=[CH:28][CH:29]=2)(=[O:22])=[O:21])[CH:3]=[C:2]3[C:42]2[CH:43]=[C:38]([O:37][CH2:36][C:35]3[CH:34]=[CH:33][C:32]([O:31][CH3:30])=[CH:53][CH:52]=3)[N:39]=[C:40]([S:48]([CH3:51])(=[O:50])=[O:49])[N:41]=2)=[N:12][N:13]=1)([CH3:18])[CH3:19]. The yield is 0.626. (3) The reactants are [CH3:1][N:2]([CH3:40])[CH2:3][CH:4]([O:7][CH:8]([O:12][C@H:13]1[CH2:37][CH2:36][C@@:35]2([CH3:38])[C:15](=[CH:16][CH2:17][C@@H:18]3[C@@H:34]2[CH2:33][CH2:32][C@@:31]2([CH3:39])[C@H:19]3[CH2:20][CH2:21][C@@H:22]2[C@H:23]([CH3:30])[CH2:24][CH2:25][CH2:26][CH:27]([CH3:29])[CH3:28])[CH2:14]1)[CH2:9][CH2:10][CH3:11])[CH2:5][OH:6].[H-].[Na+].S(O[CH2:48][CH2:49][CH2:50][CH2:51][CH2:52][CH2:53][CH2:54][CH2:55]/[CH:56]=[CH:57]\[CH2:58]/[CH:59]=[CH:60]\[CH2:61][CH2:62][CH2:63][CH2:64][CH3:65])(=O)(=O)C. The catalyst is C1(C)C=CC=CC=1. The product is [CH3:40][N:2]([CH3:1])[CH2:3][CH:4]([O:7][CH:8]([O:12][C@H:13]1[CH2:37][CH2:36][C@@:35]2([CH3:38])[C:15](=[CH:16][CH2:17][C@@H:18]3[C@@H:34]2[CH2:33][CH2:32][C@@:31]2([CH3:39])[C@H:19]3[CH2:20][CH2:21][C@@H:22]2[C@H:23]([CH3:30])[CH2:24][CH2:25][CH2:26][CH:27]([CH3:28])[CH3:29])[CH2:14]1)[CH2:9][CH2:10][CH3:11])[CH2:5][O:6][CH2:48][CH2:49][CH2:50][CH2:51][CH2:52][CH2:53][CH2:54][CH2:55]/[CH:56]=[CH:57]\[CH2:58]/[CH:59]=[CH:60]\[CH2:61][CH2:62][CH2:63][CH2:64][CH3:65]. The yield is 0.810. (4) The reactants are C([Si](C)(C)[O:6][CH2:7][C@@H:8]([C@@H:17]1[C@@H:21]([C:22]2[CH:27]=[CH:26][C:25]([Cl:28])=[C:24]([Cl:29])[CH:23]=2)[CH2:20][N:19]([C:30]([C:32]2[CH:37]=C(C)N=[N:34][CH:33]=2)=[O:31])[CH2:18]1)[O:9][C:10]1[CH:15]=[CH:14][C:13]([Cl:16])=[CH:12][N:11]=1)(C)(C)C.C(O)(=O)C.CC[CH2:47][CH2:48][N+:49](CCCC)(CCCC)CCCC.[F-]. The catalyst is C1COCC1.C(OCC)(=O)C. The product is [Cl:16][C:13]1[CH:14]=[CH:15][C:10]([O:9][C@H:8]([C@@H:17]2[C@@H:21]([C:22]3[CH:27]=[CH:26][C:25]([Cl:28])=[C:24]([Cl:29])[CH:23]=3)[CH2:20][N:19]([C:30]([C:32]3[CH:33]=[N:34][C:48]([CH3:47])=[N:49][CH:37]=3)=[O:31])[CH2:18]2)[CH2:7][OH:6])=[N:11][CH:12]=1. The yield is 0.910. (5) The reactants are C([O:3][CH:4](OCC)[C:5]1[C:13]([C:14]2[CH:19]=[CH:18][N:17]=[C:16]([S:20][CH3:21])[N:15]=2)=[C:8]2[CH:9]=[CH:10][CH:11]=[CH:12][N:7]2[N:6]=1)C.Cl. The catalyst is O1CCCC1. The product is [CH3:21][S:20][C:16]1[N:15]=[C:14]([C:13]2[C:5]([CH:4]=[O:3])=[N:6][N:7]3[CH:12]=[CH:11][CH:10]=[CH:9][C:8]=23)[CH:19]=[CH:18][N:17]=1. The yield is 7.90.